This data is from Full USPTO retrosynthesis dataset with 1.9M reactions from patents (1976-2016). The task is: Predict the reactants needed to synthesize the given product. (1) Given the product [N:10]1([C:5]([C:2]2([CH3:1])[CH2:4][CH2:3]2)=[O:7])[CH:9]=[CH:8][N:12]=[CH:11]1, predict the reactants needed to synthesize it. The reactants are: [CH3:1][C:2]1([C:5]([OH:7])=O)[CH2:4][CH2:3]1.[CH:8]1[N:12]=[CH:11][N:10](C([N:10]2[CH:11]=[N:12][CH:8]=[CH:9]2)=O)[CH:9]=1. (2) Given the product [C:1]([O:4][CH3:1])(=[O:4])[C:3]([CH3:3])=[CH2:1].[C:1]([OH:4])(=[O:4])[CH:3]=[CH2:3].[C:1]([O:4][CH3:3])(=[O:4])[CH:3]=[CH2:1], predict the reactants needed to synthesize it. The reactants are: [CH:1]([OH:4])([CH3:3])C. (3) Given the product [O:33]=[C:34]1[C:42]2[C:37](=[CH:38][CH:39]=[C:40]([C:43]3[CH:44]=[CH:45][C:46]([NH:49][C:50](=[O:61])[C:51]4[CH:56]=[CH:55][C:54]([C:57]([F:59])([F:58])[F:60])=[CH:53][CH:52]=4)=[CH:47][CH:48]=3)[CH:41]=2)[CH2:36][N:35]1[CH:62]1[CH2:67][CH2:66][CH2:65][CH:64]([C:68]([OH:70])=[O:69])[CH2:63]1, predict the reactants needed to synthesize it. The reactants are: C(NC1C=CC(C2C=C3C(CN([C@@H](C(C)C)C(O)=O)C3=O)=CC=2)=CC=1)(=O)C1C=CC=CC=1.[O:33]=[C:34]1[C:42]2[C:37](=[CH:38][CH:39]=[C:40]([C:43]3[CH:48]=[CH:47][C:46]([NH:49][C:50](=[O:61])[C:51]4[CH:56]=[CH:55][C:54]([C:57]([F:60])([F:59])[F:58])=[CH:53][CH:52]=4)=[CH:45][CH:44]=3)[CH:41]=2)[CH2:36][N:35]1[CH:62]1[CH2:67][CH2:66][CH2:65][CH:64]([C:68]([O:70]C)=[O:69])[CH2:63]1. (4) Given the product [CH3:38][N:39]([CH3:45])[CH:40]1[CH2:44][CH2:43][N:42]([C:26]([C:25]2[CH:29]=[CH:30][C:22]([C:19]3[CH:20]=[N:21][C:16]([O:15][CH2:14][CH:11]4[CH2:12][CH2:13][N:8]([C:6]([O:5][C:1]([CH3:3])([CH3:2])[CH3:4])=[O:7])[CH2:9][CH2:10]4)=[N:17][CH:18]=3)=[CH:23][CH:24]=2)=[O:28])[CH2:41]1, predict the reactants needed to synthesize it. The reactants are: [C:1]([O:5][C:6]([N:8]1[CH2:13][CH2:12][CH:11]([CH2:14][O:15][C:16]2[N:21]=[CH:20][C:19]([C:22]3[CH:30]=[CH:29][C:25]([C:26]([OH:28])=O)=[CH:24][CH:23]=3)=[CH:18][N:17]=2)[CH2:10][CH2:9]1)=[O:7])([CH3:4])([CH3:3])[CH3:2].CCN(CC)CC.[CH3:38][N:39]([CH3:45])[CH:40]1[CH2:44][CH2:43][NH:42][CH2:41]1.CN(C(ON1N=NC2C=CC=CC1=2)=[N+](C)C)C.[B-](F)(F)(F)F. (5) Given the product [I:1][C:2]1[CH:3]=[C:4]([C:8]2[N:12]([CH3:13])[C:11](=[S:24])[O:10][N:9]=2)[CH:5]=[CH:6][CH:7]=1, predict the reactants needed to synthesize it. The reactants are: [I:1][C:2]1[CH:3]=[C:4]([C:8]2[N:12]([CH3:13])[C:11](=O)[O:10][N:9]=2)[CH:5]=[CH:6][CH:7]=1.COC1C=CC(P2(SP(C3C=CC(OC)=CC=3)(=S)S2)=[S:24])=CC=1. (6) Given the product [Cl:1][CH2:2][CH2:3][CH2:4][O:5][C:6]1[CH:22]=[CH:21][C:9]([CH2:10][CH:11]2[CH2:20][CH2:19][C:14](=[O:15])[CH2:13][CH2:12]2)=[CH:8][CH:7]=1, predict the reactants needed to synthesize it. The reactants are: [Cl:1][CH2:2][CH2:3][CH2:4][O:5][C:6]1[CH:22]=[CH:21][C:9]([CH2:10][CH:11]2[CH2:20][CH2:19][C:14]3(OCC[O:15]3)[CH2:13][CH2:12]2)=[CH:8][CH:7]=1.Cl.